From a dataset of Reaction yield outcomes from USPTO patents with 853,638 reactions. Predict the reaction yield, written as a fraction of the theoretical maximum amount of product (1.0 means a 100% yield; for example, 0.34 means a 34% yield). (1) The reactants are [O:1]1[CH2:6][CH2:5][N:4]([C:7]2[CH:8]=[N:9][CH:10]=[C:11]([N+:14]([O-])=O)[C:12]=2[NH2:13])[CH2:3][CH2:2]1. The catalyst is CO.[Pd]. The product is [O:1]1[CH2:6][CH2:5][N:4]([C:7]2[C:12]([NH2:13])=[C:11]([NH2:14])[CH:10]=[N:9][CH:8]=2)[CH2:3][CH2:2]1. The yield is 0.370. (2) The reactants are [NH2:1][C:2]1[S:11][C:5]2[CH2:6][O:7][CH:8]([CH3:10])[CH2:9][C:4]=2[C:3]=1[C:12]([O:14][C:15]([CH3:18])([CH3:17])[CH3:16])=[O:13].[C:19]([N:27]=[C:28]=[S:29])(=[O:26])[C:20]1[CH:25]=[CH:24][CH:23]=[CH:22][CH:21]=1. The catalyst is C(O)C. The product is [C:19]([NH:27][C:28](=[S:29])[NH:1][C:2]1[S:11][C:5]2[CH2:6][O:7][CH:8]([CH3:10])[CH2:9][C:4]=2[C:3]=1[C:12]([O:14][C:15]([CH3:17])([CH3:16])[CH3:18])=[O:13])(=[O:26])[C:20]1[CH:25]=[CH:24][CH:23]=[CH:22][CH:21]=1. The yield is 0.340.